From a dataset of Reaction yield outcomes from USPTO patents with 853,638 reactions. Predict the reaction yield, written as a fraction of the theoretical maximum amount of product (1.0 means a 100% yield; for example, 0.34 means a 34% yield). (1) The reactants are [CH3:1][C:2]([CH3:4])=[O:3].[Cl:5][C:6]1[CH:13]=[CH:12][C:9]([CH:10]=O)=[CH:8][CH:7]=1.[NH4+].[Cl-:15]. No catalyst specified. The product is [Cl:5][C:6]1[CH:13]=[CH:12][C:9](/[CH:10]=[CH:1]/[C:2](=[O:3])/[CH:4]=[CH:10]/[C:9]2[CH:12]=[CH:13][C:6]([Cl:15])=[CH:7][CH:8]=2)=[CH:8][CH:7]=1. The yield is 0.340. (2) The reactants are [CH3:1][O:2][C:3]1[CH:24]=[CH:23][C:6]([CH2:7][O:8][C:9]2[C:18](=[O:19])[C:17]3[C:12](=[C:13]([C:20]#[N:21])[CH:14]=[CH:15][CH:16]=3)[N:11]([CH3:22])[CH:10]=2)=[CH:5][CH:4]=1.[OH-:25].[Na+]. The catalyst is CO. The yield is 0.655. The product is [CH3:1][O:2][C:3]1[CH:4]=[CH:5][C:6]([CH2:7][O:8][C:9]2[C:18](=[O:19])[C:17]3[C:12](=[C:13]([C:20]([NH2:21])=[O:25])[CH:14]=[CH:15][CH:16]=3)[N:11]([CH3:22])[CH:10]=2)=[CH:23][CH:24]=1. (3) The product is [Br:41][C:11]1[C:10]2[NH:9][C:8](=[O:13])[C:7]3[S:14][CH:15]=[CH:16][C:6]=3[C:5]=2[C:4]([C:17]2[CH:22]=[CH:21][C:20]([C@H:23]([N:25]([CH3:33])[C:26](=[O:32])[O:27][C:28]([CH3:29])([CH3:31])[CH3:30])[CH3:24])=[CH:19][CH:18]=2)=[C:3]([O:2][CH3:1])[CH:12]=1. The yield is 0.610. The reactants are [CH3:1][O:2][C:3]1[CH:12]=[CH:11][C:10]2[NH:9][C:8](=[O:13])[C:7]3[S:14][CH:15]=[CH:16][C:6]=3[C:5]=2[C:4]=1[C:17]1[CH:22]=[CH:21][C:20]([C@H:23]([N:25]([CH3:33])[C:26](=[O:32])[O:27][C:28]([CH3:31])([CH3:30])[CH3:29])[CH3:24])=[CH:19][CH:18]=1.C1C(=O)N([Br:41])C(=O)C1. No catalyst specified.